Dataset: Catalyst prediction with 721,799 reactions and 888 catalyst types from USPTO. Task: Predict which catalyst facilitates the given reaction. (1) Reactant: [C:1]([O:5][C:6]([C:8]1([C:12]#[N:13])[CH2:11][CH2:10][CH2:9]1)=[O:7])([CH3:4])([CH3:3])[CH3:2]. Product: [C:1]([O:5][C:6]([C:8]1([CH2:12][NH2:13])[CH2:9][CH2:10][CH2:11]1)=[O:7])([CH3:4])([CH3:3])[CH3:2]. The catalyst class is: 94. (2) Reactant: [C:1]([O:14][C@H:15]([CH2:63][O:64][C:65](=[O:77])[CH2:66][CH2:67][CH2:68][CH2:69][CH2:70][CH2:71][CH2:72][CH2:73][CH2:74][CH2:75][CH3:76])[CH2:16][S:17][CH2:18][C@H:19]([NH2:62])[C:20](=[O:61])[NH:21][CH2:22][CH2:23][CH2:24][O:25][CH2:26][CH2:27][O:28][CH2:29][CH2:30][O:31][CH2:32][CH2:33][CH2:34][NH:35][C:36](=[O:60])[CH:37]([NH2:59])[CH2:38][S:39]C(C1C=CC=CC=1)(C1C=CC=CC=1)C1C=CC=CC=1)(=[O:13])[CH2:2][CH2:3][CH2:4][CH2:5][CH2:6][CH2:7][CH2:8][CH2:9][CH2:10][CH2:11][CH3:12].C([SiH](C(C)C)C(C)C)(C)C. Product: [C:1]([O:14][C@H:15]([CH2:63][O:64][C:65](=[O:77])[CH2:66][CH2:67][CH2:68][CH2:69][CH2:70][CH2:71][CH2:72][CH2:73][CH2:74][CH2:75][CH3:76])[CH2:16][S:17][CH2:18][C@H:19]([NH2:62])[C:20](=[O:61])[NH:21][CH2:22][CH2:23][CH2:24][O:25][CH2:26][CH2:27][O:28][CH2:29][CH2:30][O:31][CH2:32][CH2:33][CH2:34][NH:35][C:36](=[O:60])[CH:37]([NH2:59])[CH2:38][SH:39])(=[O:13])[CH2:2][CH2:3][CH2:4][CH2:5][CH2:6][CH2:7][CH2:8][CH2:9][CH2:10][CH2:11][CH3:12]. The catalyst class is: 67.